From a dataset of Reaction yield outcomes from USPTO patents with 853,638 reactions. Predict the reaction yield, written as a fraction of the theoretical maximum amount of product (1.0 means a 100% yield; for example, 0.34 means a 34% yield). (1) The reactants are [CH:1]([C:4]1[CH:9]=[CH:8][C:7]([CH:10]2[C:14]3[C:15]([CH3:21])=[C:16]([NH2:20])[C:17]([CH3:19])=[CH:18][C:13]=3[O:12][CH2:11]2)=[CH:6][CH:5]=1)([CH3:3])[CH3:2].CCCCCC.[C:28](OCC)(=[O:30])C. No catalyst specified. The product is [CH:1]([C:4]1[CH:5]=[CH:6][C:7]([CH:10]2[C:14]3[C:15]([CH3:21])=[C:16]([NH:20][CH:28]=[O:30])[C:17]([CH3:19])=[CH:18][C:13]=3[O:12][CH2:11]2)=[CH:8][CH:9]=1)([CH3:3])[CH3:2]. The yield is 0.810. (2) The reactants are [NH:1]1[C:9]2[C:4](=[CH:5][CH:6]=[CH:7][CH:8]=2)[CH:3]=[CH:2]1.[CH3:10][C:11]([CH2:13]Br)=[O:12].[C:15]([O-:18])([O-])=[O:16].[K+].[K+].C1OCCOCCOCCOCCOCC[O:23][CH2:22]1.CN([CH:42]=[O:43])C. No catalyst specified. The product is [CH3:22][O:23][C:5]1[CH:6]=[CH:7][C:8]([O:43][CH3:42])=[C:9]2[C:4]=1[CH:3]=[C:2]([C:15]([OH:18])=[O:16])[N:1]2[CH2:10][C:11](=[O:12])[CH3:13]. The yield is 0.830. (3) No catalyst specified. The yield is 0.660. The product is [CH3:17][C@H:18]([CH2:28][CH2:29][CH2:30][C:31]1[CH:32]=[CH:33][CH:34]=[CH:35][CH:36]=1)[C:19](=[O:27])[CH2:20][P:21](=[O:26])([O:24][CH3:25])[O:22][CH3:23]. The reactants are C[C@H](CCCC1C=CC=CC=1)C(OCC)=O.[CH3:17][C@@H:18]([CH2:28][CH2:29][CH2:30][C:31]1[CH:36]=[CH:35][CH:34]=[CH:33][CH:32]=1)[C:19](=[O:27])[CH2:20][P:21](=[O:26])([O:24][CH3:25])[O:22][CH3:23]. (4) The reactants are Br[C:2]1[CH:7]=[N:6][CH:5]=[C:4]2[S:8][C:9]([C:11]([O:13][CH3:14])=[O:12])=[CH:10][C:3]=12.C1COCC1. The yield is 0.800. The product is [S:8]1[C:4]2=[CH:5][N:6]=[CH:7][CH:2]=[C:3]2[CH:10]=[C:9]1[C:11]([O:13][CH3:14])=[O:12]. The catalyst is [Pd].CO. (5) The reactants are [CH3:1][C@@H:2]1[C@:7]([CH3:22])([C:8]2[CH:13]=[CH:12][CH:11]=[C:10](OS(C(F)(F)F)(=O)=O)[CH:9]=2)[CH2:6][CH2:5][N:4]([C:23]([O:25][C:26]([CH3:29])([CH3:28])[CH3:27])=[O:24])[CH2:3]1.C(N(CC)CC)C. The catalyst is CO.CS(C)=O.C([O-])(=O)C.[Pd+2].C([O-])(=O)C.C1(P(C2C=CC=CC=2)[C-]2C=CC=C2)C=CC=CC=1.[C-]1(P(C2C=CC=CC=2)C2C=CC=CC=2)C=CC=C1.[Fe+2]. The product is [CH3:26][O:25][C:23]([C:10]1[CH:9]=[C:8]([C@:7]2([CH3:22])[CH2:6][CH2:5][N:4]([C:23]([O:25][C:26]([CH3:29])([CH3:28])[CH3:27])=[O:24])[CH2:3][C@@H:2]2[CH3:1])[CH:13]=[CH:12][CH:11]=1)=[O:24]. The yield is 0.750.